This data is from Forward reaction prediction with 1.9M reactions from USPTO patents (1976-2016). The task is: Predict the product of the given reaction. The product is: [CH:1]1[C:10]2[C:5](=[CH:6][CH:7]=[CH:8][CH:9]=2)[C:4]([C:15]2[N:20]=[C:19]([NH2:21])[N:18]=[C:17]([NH:22][CH3:23])[CH:16]=2)=[CH:3][N:2]=1. Given the reactants [CH:1]1[C:10]2[C:5](=[CH:6][CH:7]=[CH:8][CH:9]=2)[C:4](B(O)O)=[CH:3][N:2]=1.Cl[C:15]1[N:20]=[C:19]([NH2:21])[N:18]=[C:17]([NH:22][CH3:23])[CH:16]=1, predict the reaction product.